This data is from Reaction yield outcomes from USPTO patents with 853,638 reactions. The task is: Predict the reaction yield, written as a fraction of the theoretical maximum amount of product (1.0 means a 100% yield; for example, 0.34 means a 34% yield). The reactants are Cl[CH2:2][C:3]1[CH:4]=[CH:5][C:6]([O:11][C:12]2[CH:17]=[CH:16][C:15]([F:18])=[C:14]([C:19]([F:22])([F:21])[F:20])[CH:13]=2)=[C:7]([CH:10]=1)[C:8]#[N:9].[CH3:23][O:24][C:25]1[N:30]=[CH:29][C:28]([CH2:31][C:32]2[C:33](=[O:39])[NH:34][C:35](=[S:38])[NH:36][CH:37]=2)=[CH:27][N:26]=1.C([O-])([O-])=O.[K+].[K+]. The catalyst is CN(C=O)C. The product is [F:18][C:15]1[CH:16]=[CH:17][C:12]([O:11][C:6]2[CH:5]=[CH:4][C:3]([CH2:2][S:38][C:35]3[NH:36][CH:37]=[C:32]([CH2:31][C:28]4[CH:29]=[N:30][C:25]([O:24][CH3:23])=[N:26][CH:27]=4)[C:33](=[O:39])[N:34]=3)=[CH:10][C:7]=2[C:8]#[N:9])=[CH:13][C:14]=1[C:19]([F:22])([F:21])[F:20]. The yield is 0.332.